Dataset: Catalyst prediction with 721,799 reactions and 888 catalyst types from USPTO. Task: Predict which catalyst facilitates the given reaction. (1) Reactant: [CH3:1][O:2][C:3]1[CH:4]=[C:5]2[C:10](=[CH:11][CH:12]=1)[C:9](=[O:13])[CH:8]([CH2:14][C:15]([O:17][CH2:18][CH3:19])=[O:16])[CH2:7][CH2:6]2.[H-].[Na+].[CH2:22](I)[CH3:23]. Product: [CH2:22]([C:8]1([CH2:14][C:15]([O:17][CH2:18][CH3:19])=[O:16])[CH2:7][CH2:6][C:5]2[C:10](=[CH:11][CH:12]=[C:3]([O:2][CH3:1])[CH:4]=2)[C:9]1=[O:13])[CH3:23]. The catalyst class is: 3. (2) Reactant: [Cl:1][C:2]1[CH:7]=[CH:6][C:5]([CH:8]([C:20]2[CH:25]=[CH:24][C:23]([OH:26])=[C:22]([F:27])[CH:21]=2)[CH2:9][C:10]([C:12]2[CH:13]=[CH:14][C:15](=[O:19])[N:16]([CH3:18])[CH:17]=2)=[O:11])=[C:4]([CH3:28])[CH:3]=1.[CH3:29][S:30](OC[CH2:29][S:30](C)(=[O:32])=[O:31])(=[O:32])=[O:31].C(=O)([O-])[O-].[Cs+].[Cs+]. Product: [Cl:1][C:2]1[CH:7]=[CH:6][C:5]([CH:8]([C:20]2[CH:25]=[CH:24][C:23]([O:26][S:30]([CH3:29])(=[O:32])=[O:31])=[C:22]([F:27])[CH:21]=2)[CH2:9][C:10]([C:12]2[CH:13]=[CH:14][C:15](=[O:19])[N:16]([CH3:18])[CH:17]=2)=[O:11])=[C:4]([CH3:28])[CH:3]=1. The catalyst class is: 21. (3) Reactant: [CH3:1][O:2][C:3]([C:5]1[CH:6]=[C:7]([CH:11]=[CH:12][CH:13]=1)[C:8]([OH:10])=O)=[O:4].[NH:14]1[CH2:19][CH2:18][O:17][CH2:16][CH2:15]1.CN(C(ON1N=NC2C=CC=NC1=2)=[N+](C)C)C.F[P-](F)(F)(F)(F)F. Product: [N:14]1([C:8]([C:7]2[CH:6]=[C:5]([CH:13]=[CH:12][CH:11]=2)[C:3]([O:2][CH3:1])=[O:4])=[O:10])[CH2:19][CH2:18][O:17][CH2:16][CH2:15]1. The catalyst class is: 2. (4) Reactant: Br[C:2]1[C:6]([CH3:8])([CH3:7])[O:5]/[C:4](=[C:9]2/[C:10](=[O:19])[NH:11][C:12]3[C:17]/2=[CH:16][C:15]([F:18])=[CH:14][CH:13]=3)/[CH:3]=1.[F:20][C:21]1[N:26]=[CH:25][C:24](B(O)O)=[CH:23][CH:22]=1.C(=O)([O-])[O-].[K+].[K+]. Product: [F:18][C:15]1[CH:16]=[C:17]2[C:12](=[CH:13][CH:14]=1)[NH:11][C:10](=[O:19])/[C:9]/2=[C:4]1/[O:5][C:6]([CH3:8])([CH3:7])[C:2]([C:24]2[CH:25]=[N:26][C:21]([F:20])=[CH:22][CH:23]=2)=[CH:3]/1. The catalyst class is: 20. (5) Reactant: [C:1]([C:5]1[CH:6]=[C:7]2[C:11](=[CH:12][CH:13]=1)[C@H:10]([NH:14][C:15]([NH:17][C:18]1[CH:26]=[CH:25][CH:24]=[C:23]3[C:19]=1[CH:20]=[N:21][N:22]3[C:27]([O:29][CH2:30][P:31]([O:41]CC1C=CC=CC=1)([O:33]CC1C=CC=CC=1)=[O:32])=[O:28])=[O:16])[CH2:9][CH2:8]2)([CH3:4])([CH3:3])[CH3:2]. The catalyst class is: 563. Product: [C:1]([C:5]1[CH:6]=[C:7]2[C:11](=[CH:12][CH:13]=1)[C@H:10]([NH:14][C:15]([NH:17][C:18]1[CH:26]=[CH:25][CH:24]=[C:23]3[C:19]=1[CH:20]=[N:21][N:22]3[C:27]([O:29][CH2:30][P:31](=[O:32])([OH:41])[OH:33])=[O:28])=[O:16])[CH2:9][CH2:8]2)([CH3:4])([CH3:2])[CH3:3]. (6) Reactant: F[C:2](F)(F)[C:3]([OH:5])=O.[CH:8]1([CH2:14][CH2:15][N:16]2[C:20]3[N:21]=[C:22]([C:25]#[N:26])[N:23]=[CH:24][C:19]=3[CH:18]=[C:17]2[CH2:27][N:28]2[CH2:37][CH2:36][C:31]3([CH2:35][NH:34][CH2:33][CH2:32]3)[CH2:30][CH2:29]2)[CH2:13][CH2:12][CH2:11][CH2:10][CH2:9]1.C(OC(=O)C)(=O)C. The catalyst class is: 17. Product: [C:3]([N:34]1[CH2:33][CH2:32][C:31]2([CH2:30][CH2:29][N:28]([CH2:27][C:17]3[N:16]([CH2:15][CH2:14][CH:8]4[CH2:13][CH2:12][CH2:11][CH2:10][CH2:9]4)[C:20]4[N:21]=[C:22]([C:25]#[N:26])[N:23]=[CH:24][C:19]=4[CH:18]=3)[CH2:37][CH2:36]2)[CH2:35]1)(=[O:5])[CH3:2]. (7) Reactant: Cl[CH2:2][CH2:3][C:4]([NH:6][C:7]1[CH:12]=[CH:11][CH:10]=[CH:9][C:8]=1[F:13])=[O:5].[N+:14]([O-])([OH:16])=[O:15]. Product: [F:13][C:8]1[CH:9]=[C:10]([N+:14]([O-:16])=[O:15])[CH:11]=[C:12]2[C:7]=1[NH:6][C:4](=[O:5])[CH2:3][CH2:2]2. The catalyst class is: 445. (8) Reactant: Cl.C(O[C:5]([C:7]1[CH:8]=[C:9]2[C:13](=[CH:14][CH:15]=1)[NH:12][N:11]=[C:10]2[C:16]1[CH:25]=[CH:24][C:23]2[C:18](=[CH:19][CH:20]=[C:21]([O:26][CH2:27][CH2:28][N:29]3[CH2:34][CH2:33][CH2:32][CH2:31][CH2:30]3)[CH:22]=2)[CH:17]=1)=[NH:6])C.[N:35]1([CH2:40][C:41]([NH:43][NH2:44])=O)[CH2:39][CH2:38][CH2:37][CH2:36]1.C(N(CC)CC)C. Product: [N:29]1([CH2:28][CH2:27][O:26][C:21]2[CH:22]=[C:23]3[C:18](=[CH:19][CH:20]=2)[CH:17]=[C:16]([C:10]2[C:9]4[C:13](=[CH:14][CH:15]=[C:7]([C:5]5[N:6]=[C:41]([CH2:40][N:35]6[CH2:39][CH2:38][CH2:37][CH2:36]6)[NH:43][N:44]=5)[CH:8]=4)[NH:12][N:11]=2)[CH:25]=[CH:24]3)[CH2:34][CH2:33][CH2:32][CH2:31][CH2:30]1. The catalyst class is: 5. (9) Reactant: [Br:1]C1CC(=O)NC1=O.[CH3:9][O:10][C:11]1[CH:12]=[C:13]([N:17]2[CH2:23][CH2:22][CH2:21][N:20]([C:24]([O:26][C:27]([CH3:30])([CH3:29])[CH3:28])=[O:25])[CH2:19][CH2:18]2)[CH:14]=[N:15][CH:16]=1. Product: [Br:1][C:16]1[N:15]=[CH:14][C:13]([N:17]2[CH2:23][CH2:22][CH2:21][N:20]([C:24]([O:26][C:27]([CH3:30])([CH3:29])[CH3:28])=[O:25])[CH2:19][CH2:18]2)=[CH:12][C:11]=1[O:10][CH3:9]. The catalyst class is: 10. (10) Reactant: [CH:1]([C:3]1[CH:18]=[CH:17][C:6]([O:7][C:8]2[CH:16]=[CH:15][C:11]([C:12]([NH2:14])=[O:13])=[CH:10][N:9]=2)=[C:5]([O:19][CH3:20])[CH:4]=1)=O.[F:21][C:22]1[CH:27]=[C:26]([F:28])[CH:25]=[CH:24][C:23]=1[CH2:29][CH2:30][NH2:31].[BH4-].[Na+]. Product: [F:21][C:22]1[CH:27]=[C:26]([F:28])[CH:25]=[CH:24][C:23]=1[CH2:29][CH2:30][NH:31][CH2:1][C:3]1[CH:18]=[CH:17][C:6]([O:7][C:8]2[CH:16]=[CH:15][C:11]([C:12]([NH2:14])=[O:13])=[CH:10][N:9]=2)=[C:5]([O:19][CH3:20])[CH:4]=1. The catalyst class is: 5.